Dataset: Full USPTO retrosynthesis dataset with 1.9M reactions from patents (1976-2016). Task: Predict the reactants needed to synthesize the given product. (1) The reactants are: [OH:1][CH:2]1[CH2:6][N:5]([C:7]([O:9][C:10]([CH3:13])([CH3:12])[CH3:11])=[O:8])[CH:4]([C:14]([O:16][CH3:17])=[O:15])[CH2:3]1.[H-].[Na+].[S:20]([O:30][CH2:31][CH2:32]OS(C1C=CC(C)=CC=1)(=O)=O)([C:23]1[CH:29]=[CH:28][C:26]([CH3:27])=[CH:25][CH:24]=1)(=[O:22])=[O:21]. Given the product [C:26]1([CH3:27])[CH:25]=[CH:24][C:23]([S:20]([O:30][CH2:31][CH2:32][O:1][CH:2]2[CH2:6][N:5]([C:7]([O:9][C:10]([CH3:11])([CH3:12])[CH3:13])=[O:8])[CH:4]([C:14]([O:16][CH3:17])=[O:15])[CH2:3]2)(=[O:22])=[O:21])=[CH:29][CH:28]=1, predict the reactants needed to synthesize it. (2) Given the product [CH3:20][O:21][C:22]1[CH:27]=[CH:26][CH:25]=[CH:24][C:23]=1[C:2]1[CH:19]=[CH:18][CH:17]=[C:4]([C:5]([N:7]([C:9]2[CH:14]=[CH:13][CH:12]=[C:11]([O:15][CH3:16])[CH:10]=2)[CH3:8])=[O:6])[CH:3]=1, predict the reactants needed to synthesize it. The reactants are: Br[C:2]1[CH:3]=[C:4]([CH:17]=[CH:18][CH:19]=1)[C:5]([N:7]([C:9]1[CH:14]=[CH:13][CH:12]=[C:11]([O:15][CH3:16])[CH:10]=1)[CH3:8])=[O:6].[CH3:20][O:21][C:22]1[CH:27]=[CH:26][CH:25]=[CH:24][C:23]=1B(O)O. (3) Given the product [CH3:1][CH:2]([C@H:4]1[CH2:8][O:7][C:6](=[O:9])[N:5]1[C:14](=[O:15])[CH2:13][CH2:12][C:11]([F:18])([F:17])[F:10])[CH3:3], predict the reactants needed to synthesize it. The reactants are: [CH3:1][CH:2]([C@H:4]1[CH2:8][O:7][C:6](=[O:9])[NH:5]1)[CH3:3].[F:10][C:11]([F:18])([F:17])[CH2:12][CH2:13][C:14](O)=[O:15]. (4) Given the product [NH2:1][C:2]1[CH:9]=[CH:8][C:7]([CH2:17][C:16]2[CH:19]=[CH:20][C:13]([Cl:12])=[CH:14][CH:15]=2)=[CH:6][C:3]=1[C:4]#[N:5], predict the reactants needed to synthesize it. The reactants are: [NH2:1][C:2]1[CH:9]=[CH:8][C:7](I)=[CH:6][C:3]=1[C:4]#[N:5].[Cl-].[Cl:12][C:13]1[CH:20]=[CH:19][C:16]([CH2:17][Zn+])=[CH:15][CH:14]=1.NC1C=CC(CC2C=CC=CC=2)=CC=1C#N. (5) Given the product [C:1]([C:5]1[N:9]([CH2:10][CH:11]2[CH2:16][CH2:15][O:14][CH2:13][CH2:12]2)[C:8]2[CH:17]=[CH:18][C:19]([S:21]([N:29]3[CH2:30][CH2:31][CH:26]([CH3:25])[CH2:27][CH2:28]3)(=[O:23])=[O:22])=[CH:20][C:7]=2[N:6]=1)([CH3:4])([CH3:3])[CH3:2], predict the reactants needed to synthesize it. The reactants are: [C:1]([C:5]1[N:9]([CH2:10][CH:11]2[CH2:16][CH2:15][O:14][CH2:13][CH2:12]2)[C:8]2[CH:17]=[CH:18][C:19]([S:21](Cl)(=[O:23])=[O:22])=[CH:20][C:7]=2[N:6]=1)([CH3:4])([CH3:3])[CH3:2].[CH3:25][CH:26]1[CH2:31][CH2:30][NH:29][CH2:28][CH2:27]1.